From a dataset of Forward reaction prediction with 1.9M reactions from USPTO patents (1976-2016). Predict the product of the given reaction. (1) Given the reactants [CH2:1]([C:5]1[N:9]2[CH:10]=[CH:11][CH:12]=[CH:13][C:8]2=[C:7]([C:14]([OH:16])=O)[N:6]=1)[CH2:2][CH2:3][CH3:4].C(Cl)CCl.C1C=CC2N(O)N=NC=2C=1.CCN(CC)CC.[C:38]12([NH2:48])[CH2:47][CH:42]3[CH2:43][CH:44]([CH2:46][CH:40]([CH2:41]3)[CH2:39]1)[CH2:45]2, predict the reaction product. The product is: [C:38]12([NH:48][C:14]([C:7]3[N:6]=[C:5]([CH2:1][CH2:2][CH2:3][CH3:4])[N:9]4[CH:10]=[CH:11][CH:12]=[CH:13][C:8]=34)=[O:16])[CH2:45][CH:44]3[CH2:43][CH:42]([CH2:41][CH:40]([CH2:46]3)[CH2:39]1)[CH2:47]2. (2) Given the reactants C(N(CC)C(CCCC(NF)C)CC)C.CCN([C:21]1[CH:26]=[CH:25][C:24]2[C:27]3([C:37]4[CH:43]=[C:42](Cl)[CH:41]=[CH:40][C:38]=4[O:39][C:23]=2[CH:22]=1)OC(=O)C1C3=CC=CC=1)CC.CC1C=C2OC3C=C(N4CCCCC4)C=CC=3C3(OC(=O)C4C3=CC=CC=4)C2=CC=1NC1C=CC=CC=1, predict the reaction product. The product is: [CH:43]1[C:37]2[CH2:27][C:24]3[C:23](=[CH:22][CH:21]=[CH:26][CH:25]=3)[O:39][C:38]=2[CH:40]=[CH:41][CH:42]=1. (3) Given the reactants OC1C=CC(C[NH:7]C(=O)C2C=CC(NC3C4N(C=CN=4)C(C4C=NNC=4)=CN=3)=CC=2)=CC=1.[Br:33][C:34]1[N:39]2[CH:40]=[CH:41][N:42]=[C:38]2[C:37](Br)=[N:36][CH:35]=1.[CH2:44]([N:46]([CH2:59][CH3:60])[CH2:47][CH2:48][NH:49][C:50]([C:52]1[CH:57]=[CH:56][C:55]([NH2:58])=[CH:54][N:53]=1)=[O:51])[CH3:45].CC([O-])(C)C.[Na+], predict the reaction product. The product is: [NH3:7].[CH2:59]([N:46]([CH2:44][CH3:45])[CH2:47][CH2:48][NH:49][C:50]([C:52]1[CH:57]=[CH:56][C:55]([NH:58][C:37]2[C:38]3[N:39]([CH:40]=[CH:41][N:42]=3)[C:34]([Br:33])=[CH:35][N:36]=2)=[CH:54][N:53]=1)=[O:51])[CH3:60]. (4) Given the reactants [Br:1][C:2]1[CH:3]=[C:4]([NH2:9])[C:5]([Cl:8])=[N:6][CH:7]=1.[F:10][C:11]1[CH:16]=[C:15]([F:17])[CH:14]=[CH:13][C:12]=1[S:18](Cl)(=[O:20])=[O:19], predict the reaction product. The product is: [Br:1][C:2]1[CH:3]=[C:4]([NH:9][S:18]([C:12]2[CH:13]=[CH:14][C:15]([F:17])=[CH:16][C:11]=2[F:10])(=[O:20])=[O:19])[C:5]([Cl:8])=[N:6][CH:7]=1. (5) Given the reactants COC1C=CC(C[N:8]2[CH2:17][CH2:16][C:15]3[C:10](=[CH:11][N:12]=[CH:13][CH:14]=3)[C:9]2=[O:18])=CC=1.C1(C)C=CC(S(O)(=O)=O)=CC=1.CO.C(=O)([O-])[O-].[Na+].[Na+], predict the reaction product. The product is: [C:9]1(=[O:18])[C:10]2[C:15](=[CH:14][CH:13]=[N:12][CH:11]=2)[CH2:16][CH2:17][NH:8]1.